Dataset: Forward reaction prediction with 1.9M reactions from USPTO patents (1976-2016). Task: Predict the product of the given reaction. (1) Given the reactants [CH3:1][C:2]1([CH3:18])[CH2:7][CH:6](O)[CH:5]=[C:4]([C:9]2[CH:14]=[CH:13][N:12]=[CH:11][C:10]=2[N+:15]([O-:17])=[O:16])[CH2:3]1.C1(P(C2C=CC=CC=2)C2C=CC=CC=2)C=CC=CC=1.[C:38]1(=[O:48])[NH:42][C:41](=[O:43])[C:40]2=[CH:44][CH:45]=[CH:46][CH:47]=[C:39]12.N(C(OC(C)(C)C)=O)=NC(OC(C)(C)C)=O, predict the reaction product. The product is: [CH3:1][C:2]1([CH3:18])[CH2:7][CH:6]([N:42]2[C:38](=[O:48])[C:39]3[C:40](=[CH:44][CH:45]=[CH:46][CH:47]=3)[C:41]2=[O:43])[CH:5]=[C:4]([C:9]2[CH:14]=[CH:13][N:12]=[CH:11][C:10]=2[N+:15]([O-:17])=[O:16])[CH2:3]1. (2) Given the reactants [F:1][C:2]1[C:10]([O:11][C:12]2[C:17]3=[C:18]([CH3:25])[C:19](C(O)(C)C)=[CH:20][N:16]3[N:15]=[CH:14][N:13]=2)=[CH:9][CH:8]=[C:7]2[C:3]=1[CH:4]=[C:5]([CH3:26])[NH:6]2.[C:27]([O-:30])([O-])=O.[K+].[K+].[C:33](OCC)(=[O:35])[CH3:34], predict the reaction product. The product is: [F:1][C:2]1[C:10]([O:11][C:12]2[C:17]3=[C:18]([CH3:25])[C:19]([O:35][CH2:33][C@@H:34]4[CH2:27][O:30]4)=[CH:20][N:16]3[N:15]=[CH:14][N:13]=2)=[CH:9][CH:8]=[C:7]2[C:3]=1[CH:4]=[C:5]([CH3:26])[NH:6]2. (3) Given the reactants [H-].[H-].[H-].[H-].[Li+].[Al+3].[Cl:7][C:8]1[CH:13]=[CH:12][C:11]([C:14]2[CH:18]=[C:17]([Cl:19])[S:16][C:15]=2[CH2:20][O:21][C:22]2[CH:27]=[CH:26][C:25]([CH2:28][CH2:29][C:30](OCC)=[O:31])=[C:24]([CH3:35])[C:23]=2[CH3:36])=[CH:10][CH:9]=1, predict the reaction product. The product is: [Cl:19][C:17]1[S:16][C:15]([CH2:20][O:21][C:22]2[CH:27]=[CH:26][C:25]([CH2:28][CH2:29][CH2:30][OH:31])=[C:24]([CH3:35])[C:23]=2[CH3:36])=[C:14]([C:11]2[CH:10]=[CH:9][C:8]([Cl:7])=[CH:13][CH:12]=2)[CH:18]=1. (4) Given the reactants [C:1]([NH2:8])(=[O:7])[CH2:2][CH2:3][CH2:4][CH2:5][CH3:6].[CH2:9]([N:11]([CH2:20][CH3:21])[C:12]1[CH:19]=[CH:18][C:15]([CH:16]=O)=[CH:14][CH:13]=1)[CH3:10], predict the reaction product. The product is: [CH2:9]([N:11]([CH2:20][CH3:21])[C:12]1[CH:19]=[CH:18][C:15]([CH:16]([NH:8][C:1](=[O:7])[CH2:2][CH2:3][CH2:4][CH2:5][CH3:6])[NH:8][C:1](=[O:7])[CH2:2][CH2:3][CH2:4][CH2:5][CH3:6])=[CH:14][CH:13]=1)[CH3:10]. (5) Given the reactants C1([O:7]P(Cl)(OC2C=CC=CC=2)=O)C=CC=CC=1.O1C2C=CC=CC=2C=C1C(O)=O.C(N(CC)CC)C.N[C@@H:38]1[CH:43]2[CH2:44][CH2:45][N:40]([CH2:41][CH2:42]2)[C@H:39]1[CH2:46][C:47]1[CH:48]=[N:49][CH:50]=[CH:51][CH:52]=1.C1(C)C=CC(C([C@](C(O)=O)(O)[C@](C(C2C=CC(C)=CC=2)=O)(O)C(O)=O)=O)=CC=1.[OH-].[Na+], predict the reaction product. The product is: [N:49]1[CH:50]=[CH:51][CH:52]=[C:47]([CH2:46][CH:39]2[C:38](=[O:7])[CH:43]3[CH2:44][CH2:45][N:40]2[CH2:41][CH2:42]3)[CH:48]=1. (6) Given the reactants [Cl:1][C:2]1[CH:7]=[C:6]([C:8]2[CH:13]=[CH:12][C:11]([O:14][C:15]3[CH:20]=[CH:19][C:18]([F:21])=[CH:17][CH:16]=3)=[CH:10][CH:9]=2)[N:5]=[C:4]([NH2:22])[CH:3]=1.CCN(C(C)C)C(C)C.[CH3:32][S:33](Cl)(=[O:35])=[O:34], predict the reaction product. The product is: [Cl:1][C:2]1[CH:7]=[C:6]([C:8]2[CH:9]=[CH:10][C:11]([O:14][C:15]3[CH:20]=[CH:19][C:18]([F:21])=[CH:17][CH:16]=3)=[CH:12][CH:13]=2)[N:5]=[C:4]([NH:22][S:33]([CH3:32])(=[O:35])=[O:34])[CH:3]=1. (7) Given the reactants [CH2:1]([C:8]1[CH:9]=[N:10][C:11]2[C:16]([C:17]=1[C:18]1[CH:19]=[C:20]([NH2:24])[CH:21]=[CH:22][CH:23]=1)=[CH:15][CH:14]=[CH:13][C:12]=2[C:25]([F:28])([F:27])[F:26])[C:2]1[CH:7]=[CH:6][CH:5]=[CH:4][CH:3]=1.[CH3:29][O:30][C:31]1[CH:32]=[C:33]([CH:36]=[CH:37][CH:38]=1)[CH:34]=O, predict the reaction product. The product is: [CH2:1]([C:8]1[CH:9]=[N:10][C:11]2[C:16]([C:17]=1[C:18]1[CH:19]=[C:20]([NH:24][CH2:34][C:33]3[CH:36]=[CH:37][CH:38]=[C:31]([O:30][CH3:29])[CH:32]=3)[CH:21]=[CH:22][CH:23]=1)=[CH:15][CH:14]=[CH:13][C:12]=2[C:25]([F:28])([F:26])[F:27])[C:2]1[CH:3]=[CH:4][CH:5]=[CH:6][CH:7]=1.